Dataset: Forward reaction prediction with 1.9M reactions from USPTO patents (1976-2016). Task: Predict the product of the given reaction. (1) Given the reactants [CH2:1]([O:8][C:9]1[C:10]([NH:15][C:16]([NH2:18])=[S:17])=[N:11][CH:12]=[CH:13][CH:14]=1)[C:2]1[CH:7]=[CH:6][CH:5]=[CH:4][CH:3]=1.Br[CH2:20][C:21](=O)[CH2:22][CH2:23][N:24]1[C:32](=[O:33])[C:31]2[C:26](=[CH:27][CH:28]=[CH:29][CH:30]=2)[C:25]1=[O:34].C(N(CC)CC)C.C(O)C, predict the reaction product. The product is: [CH2:1]([O:8][C:9]1[C:10]([NH:15][C:16]2[S:17][CH:20]=[C:21]([CH2:22][CH2:23][N:24]3[C:32](=[O:33])[C:31]4[C:26](=[CH:27][CH:28]=[CH:29][CH:30]=4)[C:25]3=[O:34])[N:18]=2)=[N:11][CH:12]=[CH:13][CH:14]=1)[C:2]1[CH:3]=[CH:4][CH:5]=[CH:6][CH:7]=1. (2) Given the reactants [Cl:1][C:2]1[CH:3]=[CH:4][C:5]([C:8]([NH:10][C:11]2[CH:12]=[C:13]([C@:17]34[CH2:26][CH2:25][O:24][CH2:23][CH:22]3[CH2:21][S:20][C:19]([NH:27]C(=O)OC(C)(C)C)=[N:18]4)[CH:14]=[CH:15][CH:16]=2)=[O:9])=[N:6][CH:7]=1.C(O)(C(F)(F)F)=O, predict the reaction product. The product is: [NH3:6].[ClH:1].[ClH:1].[NH2:27][C:19]1[S:20][CH2:21][CH:22]2[CH2:23][O:24][CH2:25][CH2:26][C@:17]2([C:13]2[CH:12]=[C:11]([NH:10][C:8](=[O:9])[C:5]3[CH:4]=[CH:3][C:2]([Cl:1])=[CH:7][N:6]=3)[CH:16]=[CH:15][CH:14]=2)[N:18]=1. (3) Given the reactants [CH3:1][O:2][C:3](=[O:35])[CH2:4][NH:5][C:6]1[CH:11]=[CH:10][C:9]([CH2:12][N:13]2[CH:17]=[C:16]([C:18]3[CH:23]=[CH:22][C:21]([Cl:24])=[CH:20][C:19]=3[Cl:25])[N:15]=[C:14]2/[CH:26]=[CH:27]/[C:28]2[CH:33]=[CH:32][C:31](Br)=[CH:30][CH:29]=2)=[CH:8][CH:7]=1.[F:36][C:37]([F:48])([F:47])[C:38]1[CH:39]=[C:40](B(O)O)[CH:41]=[CH:42][CH:43]=1, predict the reaction product. The product is: [CH3:1][O:2][C:3](=[O:35])[CH2:4][NH:5][C:6]1[CH:11]=[CH:10][C:9]([CH2:12][N:13]2[CH:17]=[C:16]([C:18]3[CH:23]=[CH:22][C:21]([Cl:24])=[CH:20][C:19]=3[Cl:25])[N:15]=[C:14]2/[CH:26]=[CH:27]/[C:28]2[CH:33]=[CH:32][C:31]([C:42]3[CH:41]=[CH:40][CH:39]=[C:38]([C:37]([F:48])([F:47])[F:36])[CH:43]=3)=[CH:30][CH:29]=2)=[CH:8][CH:7]=1. (4) Given the reactants C1(C2[C@H]3CC[C@@H](C=2)C(C2C=CC=CC=2)=C3)C=CC=CC=1.[CH3:21][O:22][C:23]1[CH:24]=[C:25](B(O)O)[CH:26]=[CH:27][CH:28]=1.[CH:32](=[O:37])/[CH:33]=[CH:34]/[CH2:35][CH3:36].[OH-].[K+], predict the reaction product. The product is: [CH3:21][O:22][C:23]1[CH:24]=[C:25]([C@@H:34]([CH2:35][CH3:36])[CH2:33][CH:32]=[O:37])[CH:26]=[CH:27][CH:28]=1.